Dataset: Forward reaction prediction with 1.9M reactions from USPTO patents (1976-2016). Task: Predict the product of the given reaction. (1) The product is: [CH:25]1([C:28]([NH:31][C:21]([C:18]2[C:16]3=[N:17][C:12]([C:4]4[C:5]5[C:10](=[CH:9][C:8]([CH3:11])=[CH:7][CH:6]=5)[N:2]([CH3:1])[N:3]=4)=[CH:13][N:14]=[C:15]3[NH:20][CH:19]=2)=[O:23])([CH3:30])[CH3:29])[CH2:27][CH2:26]1. Given the reactants [CH3:1][N:2]1[C:10]2[C:5](=[CH:6][CH:7]=[C:8]([CH3:11])[CH:9]=2)[C:4]([C:12]2[N:17]=[C:16]3[C:18]([C:21]([OH:23])=O)=[CH:19][NH:20][C:15]3=[N:14][CH:13]=2)=[N:3]1.Cl.[CH:25]1([C:28]([NH2:31])([CH3:30])[CH3:29])[CH2:27][CH2:26]1.CCN=C=NCCCN(C)C.O, predict the reaction product. (2) The product is: [C:1]([CH:3]1[CH2:4][N:5]([C:7](=[O:45])[C@H:8]([NH:10][C:11]([C:13]2[C:21]3[C:16](=[N:17][CH:18]=[C:19]([C:22]4[C:30]5[C:25](=[CH:26][C:27]([Cl:31])=[CH:28][CH:29]=5)[N:24]([CH2:32][CH2:33][N:34]([CH3:36])[CH3:35])[N:23]=4)[N:20]=3)[NH:15][CH:14]=2)=[O:12])[CH3:9])[CH2:6]1)#[N:2]. Given the reactants [C:1]([CH:3]1[CH2:6][N:5]([C:7](=[O:45])[C@H:8]([NH:10][C:11]([C:13]2[C:21]3[C:16](=[N:17][CH:18]=[C:19]([C:22]4[C:30]5[C:25](=[CH:26][C:27]([Cl:31])=[CH:28][CH:29]=5)[N:24]([CH2:32][CH2:33][N:34]([CH3:36])[CH3:35])[N:23]=4)[N:20]=3)[N:15](COCC[Si](C)(C)C)[CH:14]=2)=[O:12])[CH3:9])[CH2:4]1)#[N:2].C(O)(C(F)(F)F)=O.C(N)CN, predict the reaction product. (3) The product is: [Cl:12][C:13]1[CH:18]=[CH:17][C:16]([C:19]2[CH:20]=[C:3]([C:2]([OH:11])=[O:24])[C:4]3[C:9](=[CH:8][CH:7]=[CH:6][CH:5]=3)[N:1]=2)=[CH:15][CH:14]=1. Given the reactants [NH:1]1[C:9]2[C:4](=[CH:5][CH:6]=[CH:7][CH:8]=2)[C:3](=O)[C:2]1=[O:11].[Cl:12][C:13]1[CH:18]=[CH:17][C:16]([C:19](=O)[CH3:20])=[CH:15][CH:14]=1.C(C1C=CC(=O)NC=1C)(=[O:24])C, predict the reaction product. (4) Given the reactants C([O:5][C:6](=[O:49])[C:7]1[CH:12]=[CH:11][CH:10]=[C:9]([CH2:13][CH:14]([NH:28][C:29](=[O:46])[CH2:30][C:31]2([OH:45])[CH2:36][CH2:35][CH:34]([NH:37]C(OC(C)(C)C)=O)[CH2:33][CH2:32]2)[B:15]2[O:23]C3C(C)(C4CC(C3)C4(C)C)[O:16]2)[C:8]=1OC)(C)(C)C.B(Cl)(Cl)Cl, predict the reaction product. The product is: [NH2:37][CH:34]1[CH2:33][CH2:32][C:31]([CH2:30][C:29]([NH:28][CH:14]2[CH2:13][C:9]3[CH:10]=[CH:11][CH:12]=[C:7]([C:6]([OH:5])=[O:49])[C:8]=3[O:23][B:15]2[OH:16])=[O:46])([OH:45])[CH2:36][CH2:35]1. (5) Given the reactants Cl[C:2]1[CH:7]=[C:6]([C:8]2[CH:13]=[CH:12][CH:11]=[CH:10][C:9]=2[F:14])[N:5]=[CH:4][N:3]=1.[CH2:15]([OH:20])[C:16]#[C:17][CH2:18][CH3:19].[H-].[Na+].O, predict the reaction product. The product is: [F:14][C:9]1[CH:10]=[CH:11][CH:12]=[CH:13][C:8]=1[C:6]1[CH:7]=[C:2]([O:20][CH2:15][C:16]#[C:17][CH2:18][CH3:19])[N:3]=[CH:4][N:5]=1. (6) Given the reactants [CH3:1][S:2]([C:4]1[CH:5]=[C:6]([CH2:10][C:11]([OH:13])=[O:12])[CH:7]=[CH:8][CH:9]=1)=[O:3].[C:14](N1C=CN=C1)(N1C=CN=C1)=O.CO, predict the reaction product. The product is: [CH3:1][S:2]([C:4]1[CH:5]=[C:6]([CH2:10][C:11]([O:13][CH3:14])=[O:12])[CH:7]=[CH:8][CH:9]=1)=[O:3]. (7) Given the reactants [OH:1][C:2]1[CH:3]=[C:4]([CH:7]=[CH:8][CH:9]=1)[CH:5]=[O:6].[Si:10](Cl)([C:13]([CH3:16])([CH3:15])[CH3:14])([CH3:12])[CH3:11].C(N(CC)CC)C, predict the reaction product. The product is: [Si:10]([O:1][C:2]1[CH:3]=[C:4]([CH:7]=[CH:8][CH:9]=1)[CH:5]=[O:6])([C:13]([CH3:16])([CH3:15])[CH3:14])([CH3:12])[CH3:11]. (8) Given the reactants C(OC([N:8]1[CH2:13][CH2:12][CH:11]([C:14]2[C:15]([O:22][CH3:23])=[N:16][N:17]([CH2:20][CH3:21])[C:18]=2[CH3:19])[CH2:10][CH2:9]1)=O)(C)(C)C.N1CCCCC1, predict the reaction product. The product is: [CH2:20]([N:17]1[C:18]([CH3:19])=[C:14]([CH:11]2[CH2:12][CH2:13][NH:8][CH2:9][CH2:10]2)[C:15]([O:22][CH3:23])=[N:16]1)[CH3:21]. (9) Given the reactants [N+:1]([C:4]1[CH:12]=[CH:11][CH:10]=[C:9]2[C:5]=1[CH2:6][N:7]([CH:14]1[CH2:19][CH:18]([O:20][C:21](=[O:23])[CH3:22])[C:17](=[O:24])[NH:16][C:15]1=[O:25])[C:8]2=[O:13])([O-])=O, predict the reaction product. The product is: [NH2:1][C:4]1[CH:12]=[CH:11][CH:10]=[C:9]2[C:5]=1[CH2:6][N:7]([CH:14]1[CH2:19][CH:18]([O:20][C:21](=[O:23])[CH3:22])[C:17](=[O:24])[NH:16][C:15]1=[O:25])[C:8]2=[O:13]. (10) Given the reactants [C:1]([O:5][C:6]([N:8]1[C:16]2[C:11](=[CH:12][C:13]([C:17]#[C:18][CH2:19][CH2:20][CH2:21][OH:22])=[CH:14][CH:15]=2)[C:10]([CH3:23])=[CH:9]1)=[O:7])([CH3:4])([CH3:3])[CH3:2].[CH3:24][S:25](Cl)(=[O:27])=[O:26], predict the reaction product. The product is: [C:1]([O:5][C:6]([N:8]1[C:16]2[C:11](=[CH:12][C:13]([C:17]#[C:18][CH2:19][CH2:20][CH2:21][O:22][S:25]([CH3:24])(=[O:27])=[O:26])=[CH:14][CH:15]=2)[C:10]([CH3:23])=[CH:9]1)=[O:7])([CH3:4])([CH3:3])[CH3:2].